Dataset: Catalyst prediction with 721,799 reactions and 888 catalyst types from USPTO. Task: Predict which catalyst facilitates the given reaction. (1) Reactant: C(O)(C(F)(F)F)=O.[C:8]([O:11][CH2:12][C:13]([N:15]([CH2:38][C:39]([O:41]C(C)(C)C)=[O:40])[C@@H:16]1[C:24]2[C:19](=[CH:20][CH:21]=[CH:22][CH:23]=2)[CH2:18][C@H:17]1[NH:25][C:26]([C:28]1[NH:32][C:31]2[C:33]([Cl:37])=[C:34]([Cl:36])[S:35][C:30]=2[CH:29]=1)=[O:27])=[O:14])(=[O:10])[CH3:9]. Product: [C:8]([O:11][CH2:12][C:13]([N:15]([CH2:38][C:39]([OH:41])=[O:40])[C@@H:16]1[C:24]2[C:19](=[CH:20][CH:21]=[CH:22][CH:23]=2)[CH2:18][C@H:17]1[NH:25][C:26]([C:28]1[NH:32][C:31]2[C:33]([Cl:37])=[C:34]([Cl:36])[S:35][C:30]=2[CH:29]=1)=[O:27])=[O:14])(=[O:10])[CH3:9]. The catalyst class is: 2. (2) Reactant: FC(F)(F)C(O)=O.[CH:8]1([C:11]([C:14]2[CH:19]=[CH:18][C:17]([C:20]([F:23])([F:22])[F:21])=[CH:16][C:15]=2[F:24])(O)[CH3:12])[CH2:10][CH2:9]1.[CH3:25][S:26][CH2:27][C:28]1[CH:29]=[CH:30][CH:31]=[C:32]2[C:36]=1[NH:35][CH:34]=[CH:33]2. Product: [CH:8]1([C:11]([C:33]2[C:32]3[C:36](=[C:28]([CH2:27][S:26][CH3:25])[CH:29]=[CH:30][CH:31]=3)[NH:35][CH:34]=2)([C:14]2[CH:19]=[CH:18][C:17]([C:20]([F:23])([F:22])[F:21])=[CH:16][C:15]=2[F:24])[CH3:12])[CH2:10][CH2:9]1. The catalyst class is: 4. (3) Reactant: [CH2:1](Br)[C:2]1[CH:7]=[CH:6][CH:5]=[CH:4][CH:3]=1.[Br:9][C:10]1[CH:17]=[C:14]([CH:15]=[O:16])[C:13]([OH:18])=[CH:12][CH:11]=1.C(=O)([O-])[O-].[K+].[K+].CN(C)C=O. Product: [CH2:1]([O:18][C:13]1[CH:12]=[CH:11][C:10]([Br:9])=[CH:17][C:14]=1[CH:15]=[O:16])[C:2]1[CH:7]=[CH:6][CH:5]=[CH:4][CH:3]=1. The catalyst class is: 6.